Dataset: Reaction yield outcomes from USPTO patents with 853,638 reactions. Task: Predict the reaction yield, written as a fraction of the theoretical maximum amount of product (1.0 means a 100% yield; for example, 0.34 means a 34% yield). (1) The reactants are [CH2:1]([C:3]1[CH:12]=[CH:11][C:6]([C:7]([O:9]C)=[O:8])=[C:5]([O:13][CH3:14])[CH:4]=1)[CH3:2]. The catalyst is [OH-].[Na+]. The product is [CH2:1]([C:3]1[CH:12]=[CH:11][C:6]([C:7]([OH:9])=[O:8])=[C:5]([O:13][CH3:14])[CH:4]=1)[CH3:2]. The yield is 0.970. (2) The reactants are [Cl:1][C:2]1[CH:11]=[CH:10][C:5]2[NH:6][C:7](=[S:9])[NH:8][C:4]=2[CH:3]=1.Br[CH2:13][CH2:14][NH:15][C:16](=[O:22])[O:17][C:18]([CH3:21])([CH3:20])[CH3:19].C([O-])([O-])=O.[Cs+].[Cs+]. The catalyst is CN(C=O)C.O. The product is [Cl:1][C:2]1[CH:11]=[CH:10][C:5]2[NH:6][C:7]([S:9][CH2:13][CH2:14][NH:15][C:16](=[O:22])[O:17][C:18]([CH3:21])([CH3:20])[CH3:19])=[N:8][C:4]=2[CH:3]=1. The yield is 0.570. (3) The reactants are Cl[C:2]1[N:3]=[C:4]([OH:12])[C:5]2[CH:11]=[CH:10][N:9]=[CH:8][C:6]=2[N:7]=1.C1OCCOCCOCCOCCOCCOC1.[O:31]1[C:40]2[C:35](=[CH:36][CH:37]=[CH:38][CH:39]=2)[CH:34]([OH:41])[CH2:33][CH2:32]1.CC([O-])(C)C.[K+]. The catalyst is CS(C)=O. The product is [O:31]1[C:40]2[CH:39]=[CH:38][CH:37]=[CH:36][C:35]=2[CH:34]([O:41][C:2]2[N:3]=[C:4]([OH:12])[C:5]3[CH:11]=[CH:10][N:9]=[CH:8][C:6]=3[N:7]=2)[CH2:33][CH2:32]1. The yield is 0.0600.